Dataset: Catalyst prediction with 721,799 reactions and 888 catalyst types from USPTO. Task: Predict which catalyst facilitates the given reaction. Reactant: [OH:1][CH:2]([C:26]1[CH:31]=[CH:30][C:29]([O:32][C:33]2[CH:34]=[N:35][CH:36]=[CH:37][CH:38]=2)=[CH:28][CH:27]=1)[CH:3]([NH:18][C:19](=O)[O:20]C(C)(C)C)[CH2:4][C:5]1[CH:10]=[CH:9][CH:8]=[C:7]([O:11][C:12]([F:17])([F:16])[CH:13]([F:15])[F:14])[CH:6]=1.FC(F)(F)C(O)=O.C(=O)([O-])O.[Na+].[F:51][C:52]1[C:61]2[C:56](=[CH:57][CH:58]=[CH:59][CH:60]=2)[C:55](C(O)=O)=[CH:54][CH:53]=1.Cl.C(N=C=NCCCN(C)C)C.O.ON1C2C=CC=CC=2N=N1. Product: [F:51][C:52]1[C:61]2[C:56](=[CH:57][CH:58]=[CH:59][CH:60]=2)[C:55]([C:19]([NH:18][CH:3]([CH2:4][C:5]2[CH:10]=[CH:9][CH:8]=[C:7]([O:11][C:12]([F:17])([F:16])[CH:13]([F:14])[F:15])[CH:6]=2)[CH:2]([OH:1])[C:26]2[CH:27]=[CH:28][C:29]([O:32][C:33]3[CH:34]=[N:35][CH:36]=[CH:37][CH:38]=3)=[CH:30][CH:31]=2)=[O:20])=[CH:54][CH:53]=1. The catalyst class is: 47.